Dataset: Peptide-MHC class II binding affinity with 134,281 pairs from IEDB. Task: Regression. Given a peptide amino acid sequence and an MHC pseudo amino acid sequence, predict their binding affinity value. This is MHC class II binding data. (1) The peptide sequence is PANDKFTVFEAAFNDAIKE. The MHC is DRB1_0405 with pseudo-sequence DRB1_0405. The binding affinity (normalized) is 0.636. (2) The peptide sequence is SQDLELSWNLNGLQMY. The MHC is HLA-DQA10101-DQB10501 with pseudo-sequence HLA-DQA10101-DQB10501. The binding affinity (normalized) is 0.972. (3) The peptide sequence is EYIEAAKWLLPPPKV. The MHC is DRB1_0405 with pseudo-sequence DRB1_0405. The binding affinity (normalized) is 0.256.